From a dataset of NCI-60 drug combinations with 297,098 pairs across 59 cell lines. Regression. Given two drug SMILES strings and cell line genomic features, predict the synergy score measuring deviation from expected non-interaction effect. (1) Drug 1: CNC(=O)C1=NC=CC(=C1)OC2=CC=C(C=C2)NC(=O)NC3=CC(=C(C=C3)Cl)C(F)(F)F. Drug 2: CC(C)(C#N)C1=CC(=CC(=C1)CN2C=NC=N2)C(C)(C)C#N. Cell line: COLO 205. Synergy scores: CSS=-1.31, Synergy_ZIP=-3.30, Synergy_Bliss=-8.22, Synergy_Loewe=-13.4, Synergy_HSA=-8.22. (2) Drug 1: CN(CCCl)CCCl.Cl. Drug 2: C1CN(P(=O)(OC1)NCCCl)CCCl. Cell line: ACHN. Synergy scores: CSS=15.1, Synergy_ZIP=-0.598, Synergy_Bliss=-2.21, Synergy_Loewe=-51.6, Synergy_HSA=-4.03. (3) Drug 1: CC1C(C(=O)NC(C(=O)N2CCCC2C(=O)N(CC(=O)N(C(C(=O)O1)C(C)C)C)C)C(C)C)NC(=O)C3=C4C(=C(C=C3)C)OC5=C(C(=O)C(=C(C5=N4)C(=O)NC6C(OC(=O)C(N(C(=O)CN(C(=O)C7CCCN7C(=O)C(NC6=O)C(C)C)C)C)C(C)C)C)N)C. Drug 2: C1C(C(OC1N2C=C(C(=O)NC2=O)F)CO)O. Cell line: SK-MEL-28. Synergy scores: CSS=10.5, Synergy_ZIP=-6.38, Synergy_Bliss=-6.00, Synergy_Loewe=-8.65, Synergy_HSA=-8.49. (4) Drug 1: CC1=C(C=C(C=C1)NC(=O)C2=CC=C(C=C2)CN3CCN(CC3)C)NC4=NC=CC(=N4)C5=CN=CC=C5. Drug 2: CC(C)NC(=O)C1=CC=C(C=C1)CNNC.Cl. Cell line: HOP-92. Synergy scores: CSS=5.00, Synergy_ZIP=0.331, Synergy_Bliss=2.49, Synergy_Loewe=3.18, Synergy_HSA=2.15. (5) Drug 1: C1C(C(OC1N2C=NC3=C(N=C(N=C32)Cl)N)CO)O. Drug 2: CC1C(C(CC(O1)OC2CC(CC3=C2C(=C4C(=C3O)C(=O)C5=C(C4=O)C(=CC=C5)OC)O)(C(=O)CO)O)N)O.Cl. Cell line: T-47D. Synergy scores: CSS=27.3, Synergy_ZIP=-0.0633, Synergy_Bliss=1.26, Synergy_Loewe=-12.0, Synergy_HSA=-0.631. (6) Drug 1: C1CN1C2=NC(=NC(=N2)N3CC3)N4CC4. Drug 2: COC1=CC(=CC(=C1O)OC)C2C3C(COC3=O)C(C4=CC5=C(C=C24)OCO5)OC6C(C(C7C(O6)COC(O7)C8=CC=CS8)O)O. Cell line: CAKI-1. Synergy scores: CSS=53.8, Synergy_ZIP=-9.40, Synergy_Bliss=-7.10, Synergy_Loewe=-1.62, Synergy_HSA=0.980. (7) Drug 1: CC1CCC2CC(C(=CC=CC=CC(CC(C(=O)C(C(C(=CC(C(=O)CC(OC(=O)C3CCCCN3C(=O)C(=O)C1(O2)O)C(C)CC4CCC(C(C4)OC)O)C)C)O)OC)C)C)C)OC. Drug 2: N.N.Cl[Pt+2]Cl. Cell line: SK-MEL-5. Synergy scores: CSS=65.8, Synergy_ZIP=0.421, Synergy_Bliss=2.59, Synergy_Loewe=3.77, Synergy_HSA=6.64. (8) Drug 1: CC1=C(C(CCC1)(C)C)C=CC(=CC=CC(=CC(=O)O)C)C. Drug 2: COC1=C2C(=CC3=C1OC=C3)C=CC(=O)O2. Cell line: DU-145. Synergy scores: CSS=-2.09, Synergy_ZIP=-0.547, Synergy_Bliss=-4.98, Synergy_Loewe=-7.77, Synergy_HSA=-7.33.